From a dataset of Full USPTO retrosynthesis dataset with 1.9M reactions from patents (1976-2016). Predict the reactants needed to synthesize the given product. (1) Given the product [CH2:1]([N:8]([C:9]1[CH:10]=[CH:11][C:12]([CH2:15][CH2:16][CH2:17][CH2:18][CH2:19][CH2:20][CH2:21][CH3:22])=[CH:13][CH:14]=1)[C:36]([NH:35][C:27]1[C:26]([CH:23]([CH3:24])[CH3:25])=[CH:31][CH:30]=[CH:29][C:28]=1[CH:32]([CH3:34])[CH3:33])=[O:37])[C:2]1[CH:3]=[CH:4][CH:5]=[CH:6][CH:7]=1, predict the reactants needed to synthesize it. The reactants are: [CH2:1]([NH:8][C:9]1[CH:14]=[CH:13][C:12]([CH2:15][CH2:16][CH2:17][CH2:18][CH2:19][CH2:20][CH2:21][CH3:22])=[CH:11][CH:10]=1)[C:2]1[CH:7]=[CH:6][CH:5]=[CH:4][CH:3]=1.[CH:23]([C:26]1[CH:31]=[CH:30][CH:29]=[C:28]([CH:32]([CH3:34])[CH3:33])[C:27]=1[N:35]=[C:36]=[O:37])([CH3:25])[CH3:24]. (2) Given the product [CH:14]1([C:11]2[CH:12]=[CH:13][C:8]([C:5]3[N:6]=[CH:7][C:2]([NH2:1])=[N:3][CH:4]=3)=[C:9]([F:19])[C:10]=2[O:18][CH2:26][C:25]2[CH:24]=[CH:23][C:22]([C:21]([F:20])([F:30])[F:31])=[CH:29][CH:28]=2)[CH2:15][CH2:16][CH2:17]1, predict the reactants needed to synthesize it. The reactants are: [NH2:1][C:2]1[N:3]=[CH:4][C:5]([C:8]2[C:9]([F:19])=[C:10]([OH:18])[C:11]([CH:14]3[CH2:17][CH2:16][CH2:15]3)=[CH:12][CH:13]=2)=[N:6][CH:7]=1.[F:20][C:21]([F:31])([F:30])[C:22]1[CH:29]=[CH:28][C:25]([CH2:26]Br)=[CH:24][CH:23]=1.[OH-].[K+].CS(C)=O.